Regression. Given two drug SMILES strings and cell line genomic features, predict the synergy score measuring deviation from expected non-interaction effect. From a dataset of NCI-60 drug combinations with 297,098 pairs across 59 cell lines. (1) Drug 2: CCC1(CC2CC(C3=C(CCN(C2)C1)C4=CC=CC=C4N3)(C5=C(C=C6C(=C5)C78CCN9C7C(C=CC9)(C(C(C8N6C=O)(C(=O)OC)O)OC(=O)C)CC)OC)C(=O)OC)O.OS(=O)(=O)O. Synergy scores: CSS=19.2, Synergy_ZIP=-2.60, Synergy_Bliss=4.01, Synergy_Loewe=-0.216, Synergy_HSA=1.10. Drug 1: C1CCC(CC1)NC(=O)N(CCCl)N=O. Cell line: HOP-62. (2) Drug 1: CC(CN1CC(=O)NC(=O)C1)N2CC(=O)NC(=O)C2. Drug 2: CC1CCC2CC(C(=CC=CC=CC(CC(C(=O)C(C(C(=CC(C(=O)CC(OC(=O)C3CCCCN3C(=O)C(=O)C1(O2)O)C(C)CC4CCC(C(C4)OC)O)C)C)O)OC)C)C)C)OC. Cell line: UO-31. Synergy scores: CSS=16.3, Synergy_ZIP=-11.6, Synergy_Bliss=-11.8, Synergy_Loewe=-7.02, Synergy_HSA=-6.14.